This data is from Catalyst prediction with 721,799 reactions and 888 catalyst types from USPTO. The task is: Predict which catalyst facilitates the given reaction. (1) Reactant: [NH:1]1[CH2:5][CH2:4][CH2:3][C:2]1=[O:6].C(N(CC)CC)C.[C:14](Cl)([Cl:16])=[O:15]. Product: [O:6]=[C:2]1[CH2:3][CH2:4][CH2:5][N:1]1[C:14]([Cl:16])=[O:15]. The catalyst class is: 11. (2) Reactant: [Cl:1][C:2]1[CH:15]=[C:14]([N+:16]([O-:18])=[O:17])[CH:13]=[CH:12][C:3]=1[O:4][C:5]1[CH:6]=[C:7]([OH:11])[CH:8]=[CH:9][CH:10]=1.C(=O)([O-])[O-].[Cs+].[Cs+].Br[CH2:26][CH:27]1[CH2:29][CH2:28]1. Product: [Cl:1][C:2]1[CH:15]=[C:14]([N+:16]([O-:18])=[O:17])[CH:13]=[CH:12][C:3]=1[O:4][C:5]1[CH:10]=[CH:9][CH:8]=[C:7]([O:11][CH2:26][CH:27]2[CH2:29][CH2:28]2)[CH:6]=1. The catalyst class is: 9. (3) Reactant: C([O:5][C:6](=[O:45])[CH2:7][CH2:8][N:9](C(OC(C)(C)C)=O)[CH2:10][C:11]([N:13]1[C:21]2[C:16](=[CH:17][C:18]([O:22][CH2:23][C:24]3[CH:29]=[CH:28][C:27]([CH:30]4[CH2:32][CH2:31]4)=[C:26]([O:33][C:34]([F:37])([F:36])[F:35])[CH:25]=3)=[CH:19][CH:20]=2)[CH2:15][CH2:14]1)=[O:12])(C)(C)C.C(O)(C(F)(F)F)=O. Product: [CH:30]1([C:27]2[CH:28]=[CH:29][C:24]([CH2:23][O:22][C:18]3[CH:17]=[C:16]4[C:21](=[CH:20][CH:19]=3)[N:13]([C:11](=[O:12])[CH2:10][NH:9][CH2:8][CH2:7][C:6]([OH:45])=[O:5])[CH2:14][CH2:15]4)=[CH:25][C:26]=2[O:33][C:34]([F:37])([F:35])[F:36])[CH2:31][CH2:32]1. The catalyst class is: 4. (4) Product: [CH2:12]([O:13][C:14](=[O:15])/[CH:16]=[CH:4]/[C:3]1[C:2]([Cl:1])=[CH:9][CH:8]=[CH:7][C:6]=1[Cl:10])[CH3:11]. The catalyst class is: 1. Reactant: [Cl:1][C:2]1[CH:9]=[CH:8][CH:7]=[C:6]([Cl:10])[C:3]=1[CH:4]=O.[CH3:11][CH2:12][O:13][C:14]([CH2:16]P(OCC)(OCC)=O)=[O:15].CC([O-])(C)C.[K+]. (5) Reactant: [Li][CH2:2]CCC.[C:6]([C:9]1[CH:10]=[C:11]([CH:14]=[CH:15][CH:16]=1)[C:12]#[N:13])(=O)[CH3:7].O. Product: [CH2:7]=[C:6]([C:9]1[CH:10]=[C:11]([CH:14]=[CH:15][CH:16]=1)[C:12]#[N:13])[CH3:2]. The catalyst class is: 1. (6) Reactant: [CH2:1]([O:8][NH:9][C@H:10]1[CH2:15][N:14]([C:16](=[O:21])[C:17]([F:20])([F:19])[F:18])[C@H:13]([C:22]([OH:24])=O)[CH2:12][CH2:11]1)[C:2]1[CH:7]=[CH:6][CH:5]=[CH:4][CH:3]=1.[NH2:25][O:26][CH2:27][CH2:28][NH:29][C:30](=[O:36])[O:31][C:32]([CH3:35])([CH3:34])[CH3:33].ON1C2C=CC=CC=2N=N1.Cl.C(N=C=NCCCN(C)C)C. Product: [C:32]([O:31][C:30]([NH:29][CH2:28][CH2:27][O:26][NH:25][C:22]([C@@H:13]1[CH2:12][CH2:11][C@@H:10]([NH:9][O:8][CH2:1][C:2]2[CH:7]=[CH:6][CH:5]=[CH:4][CH:3]=2)[CH2:15][N:14]1[C:16](=[O:21])[C:17]([F:20])([F:18])[F:19])=[O:24])=[O:36])([CH3:35])([CH3:33])[CH3:34]. The catalyst class is: 35.